This data is from Forward reaction prediction with 1.9M reactions from USPTO patents (1976-2016). The task is: Predict the product of the given reaction. (1) The product is: [NH2:48][C:47]1[C:41]2[C:40](=[CH:45][CH:44]=[CH:43][C:42]=2[F:46])[C:32]([C:17]2[CH:18]=[C:19]([C:20]([F:21])([F:22])[F:23])[C:14](=[O:13])[NH:15][CH:16]=2)([C:28]2[CH:29]=[CH:30][CH:31]=[C:26]([Br:25])[CH:27]=2)[N:33]=1. Given the reactants C([Li])CCC.[Si]([O:13][C:14]1[C:19]([C:20]([F:23])([F:22])[F:21])=[CH:18][C:17](I)=[CH:16][N:15]=1)(C(C)(C)C)(C)C.[Br:25][C:26]1[CH:27]=[C:28]([C:32]([C:40]2[CH:45]=[CH:44][CH:43]=[C:42]([F:46])[C:41]=2[C:47]#[N:48])=[N:33]S(C(C)(C)C)=O)[CH:29]=[CH:30][CH:31]=1.Cl, predict the reaction product. (2) Given the reactants CS(O[CH2:6][C:7]1[N:12]=[CH:11][C:10]([Br:13])=[CH:9][N:8]=1)(=O)=O.[CH:14]([NH2:17])([CH3:16])[CH3:15].C(N(CC)CC)C, predict the reaction product. The product is: [Br:13][C:10]1[CH:9]=[N:8][C:7]([CH2:6][NH:17][CH:14]([CH3:16])[CH3:15])=[N:12][CH:11]=1. (3) Given the reactants [C:1](#[N:8])[C:2]1[CH:7]=[CH:6][CH:5]=[CH:4][CH:3]=1.Cl.O[NH2:11].C(=O)([O-])[O-].[K+].[K+].[CH2:18]([O:20][C:21](=[O:25])[C:22](Cl)=[O:23])[CH3:19], predict the reaction product. The product is: [C:2]1([C:1]2[N:11]=[C:22]([C:21]([O:20][CH2:18][CH3:19])=[O:25])[O:23][N:8]=2)[CH:7]=[CH:6][CH:5]=[CH:4][CH:3]=1. (4) The product is: [C:1]([C:3]1[C:4]([N:17]2[CH2:18][CH2:19][CH:20]([C:23](=[O:25])[NH:38][S:35]([CH2:34][C:28]3[C:29]([F:33])=[CH:30][CH:31]=[CH:32][C:27]=3[F:26])(=[O:36])=[O:37])[CH2:21][CH2:22]2)=[N:5][C:6]([CH:14]([F:15])[F:16])=[C:7]([CH:8]=1)[C:9]([O:11][CH2:12][CH3:13])=[O:10])#[N:2]. Given the reactants [C:1]([C:3]1[C:4]([N:17]2[CH2:22][CH2:21][CH:20]([C:23]([OH:25])=O)[CH2:19][CH2:18]2)=[N:5][C:6]([CH:14]([F:16])[F:15])=[C:7]([C:9]([O:11][CH2:12][CH3:13])=[O:10])[CH:8]=1)#[N:2].[F:26][C:27]1[CH:32]=[CH:31][CH:30]=[C:29]([F:33])[C:28]=1[CH2:34][S:35]([NH2:38])(=[O:37])=[O:36], predict the reaction product. (5) The product is: [NH2:38][C@@H:37]([CH2:36][C:35]1[CH:62]=[C:63]([F:65])[CH:64]=[C:33]([F:32])[CH:34]=1)[C@@H:41]([C@H:42]1[CH2:47][CH2:46][CH2:45][CH2:44][N:43]1[CH:48]([C:55]1[CH:56]=[CH:57][CH:58]=[CH:59][CH:60]=1)[C:49]1[CH:54]=[CH:53][CH:52]=[CH:51][CH:50]=1)[OH:40]. Given the reactants FC1C=C(C=C(F)C=1)C[C@H]1[C@@H]([C@H]2C[C@@H](OCC=C)CN2C(OC(C)(C)C)=O)OC(=O)N1.[F:32][C:33]1[CH:34]=[C:35]([CH:62]=[C:63]([F:65])[CH:64]=1)[CH2:36][C@H:37]1[C@@H:41]([C@H:42]2[CH2:47][CH2:46][CH2:45][CH2:44][N:43]2[CH:48]([C:55]2[CH:60]=[CH:59][CH:58]=[CH:57][CH:56]=2)[C:49]2[CH:54]=[CH:53][CH:52]=[CH:51][CH:50]=2)[O:40]C(=O)[NH:38]1.FC1C=C(C=C(F)C=1)C[C@@H]([C@@H]([C@H]1C[C@@H](OCC=C)CN1C(OC(C)(C)C)=O)O)C(O)=O.C(=O)([O-])[O-].[K+].[K+].BrC(C1C=CC=CC=1)C1C=CC=CC=1, predict the reaction product. (6) Given the reactants C1C=CC2N(O)N=[N:7]C=2C=1.CCN=C=NCCCN(C)C.Cl.Cl.CCN(C(C)C)C(C)C.[C:33]([O:37][C:38]([N:40]1[CH2:45][CH2:44][CH:43]([N:46]2[CH:50]=[C:49]([NH:51][C:52]3[N:57]=[C:56]([CH2:58][CH2:59][C:60]4[CH:65]=[CH:64][CH:63]=[CH:62][C:61]=4[CH2:66][C:67]([OH:69])=O)[C:55]([CH3:70])=[CH:54][N:53]=3)[CH:48]=[N:47]2)[CH2:42][CH2:41]1)=[O:39])([CH3:36])([CH3:35])[CH3:34].C(=O)([O-])[O-].[NH4+].[NH4+], predict the reaction product. The product is: [NH2:7][C:67](=[O:69])[CH2:66][C:61]1[CH:62]=[CH:63][CH:64]=[CH:65][C:60]=1[CH2:59][CH2:58][C:56]1[C:55]([CH3:70])=[CH:54][N:53]=[C:52]([NH:51][C:49]2[CH:48]=[N:47][N:46]([CH:43]3[CH2:44][CH2:45][N:40]([C:38]([O:37][C:33]([CH3:36])([CH3:34])[CH3:35])=[O:39])[CH2:41][CH2:42]3)[CH:50]=2)[N:57]=1. (7) Given the reactants [C:1]1([C:7]2[CH:12]=[CH:11][CH:10]=[C:9]([C:13]3[N:14]=[N:15]NN=3)[N:8]=2)[CH:6]=[CH:5][CH:4]=[CH:3][CH:2]=1.[C:18](Cl)(=[O:28])[C:19]1[CH:27]=[CH:26][C:22]([C:23](Cl)=[O:24])=[CH:21][CH:20]=1.O.[OH-].[Na+], predict the reaction product. The product is: [C:1]1([C:7]2[CH:12]=[CH:11][CH:10]=[C:9]([C:13]3[O:28][C:18]([C:19]4[CH:27]=[CH:26][C:22]([C:23]5[O:24][C:13]([C:9]6[N:8]=[C:7]([C:1]7[CH:2]=[CH:3][CH:4]=[CH:5][CH:6]=7)[CH:12]=[CH:11][CH:10]=6)=[N:14][N:15]=5)=[CH:21][CH:20]=4)=[N:15][N:14]=3)[N:8]=2)[CH:2]=[CH:3][CH:4]=[CH:5][CH:6]=1.